From a dataset of Full USPTO retrosynthesis dataset with 1.9M reactions from patents (1976-2016). Predict the reactants needed to synthesize the given product. (1) Given the product [SH:7][C@@H:8]1[CH2:12][N:11]([CH3:13])[C@H:10]([C:14]([N:16]2[CH2:20][CH2:19][C@H:18]([NH:21][C:22](=[O:41])[CH2:23][NH:24][C:25]([NH:27][C:28]([O:30][CH2:31][C:32]3[CH:33]=[CH:34][C:35]([N+:38]([O-:40])=[O:39])=[CH:36][CH:37]=3)=[O:29])=[NH:26])[CH2:17]2)=[O:15])[CH2:9]1, predict the reactants needed to synthesize it. The reactants are: C[O-].[Na+].C([S:7][C@@H:8]1[CH2:12][N:11]([CH3:13])[C@H:10]([C:14]([N:16]2[CH2:20][CH2:19][C@H:18]([NH:21][C:22](=[O:41])[CH2:23][NH:24][C:25]([NH:27][C:28]([O:30][CH2:31][C:32]3[CH:37]=[CH:36][C:35]([N+:38]([O-:40])=[O:39])=[CH:34][CH:33]=3)=[O:29])=[NH:26])[CH2:17]2)=[O:15])[CH2:9]1)(=O)C. (2) The reactants are: Cl[C:2]1[CH:3]=[C:4]([N:21](CC2C=CC(OC)=CC=2)[C:22](=[O:24])[CH3:23])[C:5]2[N:6]([C:8]([C:11]([NH:13][C:14]3[CH:19]=[CH:18][N:17]=[CH:16][C:15]=3[F:20])=[O:12])=[CH:9][N:10]=2)[N:7]=1.[C@H:34]1([NH2:41])[CH2:39][CH2:38][C@H:37]([NH2:40])[CH2:36][CH2:35]1.O. Given the product [C:22]([NH:21][C:4]1[C:5]2[N:6]([C:8]([C:11]([NH:13][C:14]3[CH:19]=[CH:18][N:17]=[CH:16][C:15]=3[F:20])=[O:12])=[CH:9][N:10]=2)[N:7]=[C:2]([NH:40][C@H:37]2[CH2:38][CH2:39][C@H:34]([NH2:41])[CH2:35][CH2:36]2)[CH:3]=1)(=[O:24])[CH3:23], predict the reactants needed to synthesize it. (3) Given the product [F:23][C:14]1[C:13]([O:12][CH2:11][C:9]2[S:8][C:6]3[C:5]([N:10]=2)=[CH:4][CH:3]=[C:2]([C:26]2[N:25]([CH3:24])[CH:29]=[CH:28][N:27]=2)[N:7]=3)=[CH:21][CH:20]=[C:19]([F:22])[C:15]=1[C:16]([NH2:18])=[O:17], predict the reactants needed to synthesize it. The reactants are: Br[C:2]1[N:7]=[C:6]2[S:8][C:9]([CH2:11][O:12][C:13]3[C:14]([F:23])=[C:15]([C:19]([F:22])=[CH:20][CH:21]=3)[C:16]([NH2:18])=[O:17])=[N:10][C:5]2=[CH:4][CH:3]=1.[CH3:24][N:25]1[CH:29]=[CH:28][N:27]=[C:26]1[Sn](CCCC)(CCCC)CCCC.O. (4) Given the product [Br:11][C:12]1[CH:17]=[CH:16][CH:15]=[C:14]([CH2:18][O:10][CH2:9][CH:4]2[CH2:5][CH2:6][CH2:7][CH2:8][O:3]2)[N:13]=1, predict the reactants needed to synthesize it. The reactants are: [H-].[Na+].[O:3]1[CH2:8][CH2:7][CH2:6][CH2:5][CH:4]1[CH2:9][OH:10].[Br:11][C:12]1[CH:17]=[CH:16][CH:15]=[C:14]([CH2:18]Br)[N:13]=1. (5) Given the product [CH:24]1([C:20]2[CH:19]=[CH:18][CH:17]=[C:16]3[C:21]=2[CH2:22][CH2:23][N:14]2[C:13](=[O:28])[CH2:12][N:11]=[C:10]([N:8]4[CH:9]=[C:5]([CH:3]([OH:2])[CH3:4])[N:6]=[CH:7]4)[CH:27]=[C:15]23)[CH2:26][CH2:25]1, predict the reactants needed to synthesize it. The reactants are: C[O:2][C@@H:3]([C:5]1[N:6]=[CH:7][N:8]([C:10]2[CH:27]=[C:15]3[C:16]4[C:21]([CH2:22][CH2:23][N:14]3[C:13](=[O:28])[CH2:12][N:11]=2)=[C:20]([C:24]([CH3:26])=[CH2:25])[CH:19]=[CH:18][CH:17]=4)[CH:9]=1)[CH3:4].[BH4-].[Na+]. (6) The reactants are: C(N(CC)CC)C.[C:8]1([CH3:18])[CH:13]=[CH:12][C:11]([S:14](Cl)(=[O:16])=[O:15])=[CH:10][CH:9]=1.[NH:19]1[CH2:24][CH2:23][C:22]([C:25]2[CH:30]=[CH:29][C:28]([N:31]3[CH2:35][C@H:34]([CH2:36][NH:37][C:38](=[O:40])[CH3:39])[O:33][C:32]3=[O:41])=[CH:27][CH:26]=2)=[CH:21][CH2:20]1. Given the product [C:8]1([CH3:18])[CH:13]=[CH:12][C:11]([S:14]([N:19]2[CH2:24][CH2:23][C:22]([C:25]3[CH:30]=[CH:29][C:28]([N:31]4[CH2:35][C@H:34]([CH2:36][NH:37][C:38](=[O:40])[CH3:39])[O:33][C:32]4=[O:41])=[CH:27][CH:26]=3)=[CH:21][CH2:20]2)(=[O:16])=[O:15])=[CH:10][CH:9]=1, predict the reactants needed to synthesize it. (7) Given the product [CH2:1]([O:3][C:4](=[O:31])[CH:5]([NH2:16])[C:6]1[CH:11]=[CH:10][C:9]([O:12][CH3:13])=[CH:8][C:7]=1[O:14][CH3:15])[CH3:2], predict the reactants needed to synthesize it. The reactants are: [CH2:1]([O:3][C:4](=[O:31])[CH:5]([N:16](CC1C=CC=CC=1)CC1C=CC=CC=1)[C:6]1[CH:11]=[CH:10][C:9]([O:12][CH3:13])=[CH:8][C:7]=1[O:14][CH3:15])[CH3:2].